Dataset: Full USPTO retrosynthesis dataset with 1.9M reactions from patents (1976-2016). Task: Predict the reactants needed to synthesize the given product. Given the product [F:57][C:58]1[CH:59]=[C:60]([CH:68]=[C:69]([C:71]([F:73])([F:72])[F:74])[CH:70]=1)[O:61][CH:62]1[CH2:63][CH2:64][N:65]([C:46](=[O:48])[CH2:45][NH:44][C:42]([C:40]2[N:39]=[N:38][N:37]([C:33]3[CH:32]=[N:31][CH:36]=[CH:35][CH:34]=3)[CH:41]=2)=[O:43])[CH2:66][CH2:67]1, predict the reactants needed to synthesize it. The reactants are: CCN(C(C)C)C(C)C.C1C=CC2N(O)N=NC=2C=1.CCN=C=NCCCN(C)C.[N:31]1[CH:36]=[CH:35][CH:34]=[C:33]([N:37]2[CH:41]=[C:40]([C:42]([NH:44][CH2:45][C:46]([OH:48])=O)=[O:43])[N:39]=[N:38]2)[CH:32]=1.NC1C=NC=CC=1.Cl.[F:57][C:58]1[CH:59]=[C:60]([CH:68]=[C:69]([C:71]([F:74])([F:73])[F:72])[CH:70]=1)[O:61][CH:62]1[CH2:67][CH2:66][NH:65][CH2:64][CH2:63]1.Cl.ClC1C=CC=CC=1OC1CCNCC1.